Dataset: TCR-epitope binding with 47,182 pairs between 192 epitopes and 23,139 TCRs. Task: Binary Classification. Given a T-cell receptor sequence (or CDR3 region) and an epitope sequence, predict whether binding occurs between them. (1) The epitope is KEIDRLNEV. The TCR CDR3 sequence is CASSQDRGAGELFF. Result: 1 (the TCR binds to the epitope). (2) The epitope is AIMTRCLAV. The TCR CDR3 sequence is CASSYSLGGPNIQYF. Result: 1 (the TCR binds to the epitope). (3) The epitope is NLVPMVATV. The TCR CDR3 sequence is CASGLDLTGYGYTF. Result: 0 (the TCR does not bind to the epitope). (4) The epitope is PKYVKQNTLKLAT. The TCR CDR3 sequence is CASSTDRGPYEQYF. Result: 1 (the TCR binds to the epitope). (5) The epitope is AIMTRCLAV. The TCR CDR3 sequence is CASSQDSGSAGNTIYF. Result: 0 (the TCR does not bind to the epitope). (6) The epitope is LLFGYPVYV. The TCR CDR3 sequence is CASSQWGSGVYEQYF. Result: 1 (the TCR binds to the epitope). (7) The epitope is RLRPGGKKR. The TCR CDR3 sequence is CASSPGVGGETQYF. Result: 1 (the TCR binds to the epitope). (8) The epitope is TFYLTNDVSFL. The TCR CDR3 sequence is CASSVEGPGELFF. Result: 0 (the TCR does not bind to the epitope). (9) The epitope is SEVGPEHSLAEY. The TCR CDR3 sequence is CASSGLITDTQYF. Result: 0 (the TCR does not bind to the epitope). (10) The epitope is AYAQKIFKI. The TCR CDR3 sequence is CASSRLRGPYEQYF. Result: 0 (the TCR does not bind to the epitope).